From a dataset of Peptide-MHC class II binding affinity with 134,281 pairs from IEDB. Regression. Given a peptide amino acid sequence and an MHC pseudo amino acid sequence, predict their binding affinity value. This is MHC class II binding data. The peptide sequence is CPFSNRVWNSFQIEE. The MHC is DRB1_0301 with pseudo-sequence DRB1_0301. The binding affinity (normalized) is 0.281.